Task: Predict the reaction yield, written as a fraction of the theoretical maximum amount of product (1.0 means a 100% yield; for example, 0.34 means a 34% yield).. Dataset: Reaction yield outcomes from USPTO patents with 853,638 reactions The reactants are [CH2:1]([O:8][C:9]([NH:11][CH2:12][C@H:13]([C:16]1[CH:21]=[CH:20][C:19]([O:22]C(=O)C)=[CH:18][CH:17]=1)[O:14][CH3:15])=[O:10])[C:2]1[CH:7]=[CH:6][CH:5]=[CH:4][CH:3]=1.[OH-].[K+].Cl. The catalyst is CCO. The product is [CH2:1]([O:8][C:9](=[O:10])[NH:11][CH2:12][C@H:13]([C:16]1[CH:21]=[CH:20][C:19]([OH:22])=[CH:18][CH:17]=1)[O:14][CH3:15])[C:2]1[CH:7]=[CH:6][CH:5]=[CH:4][CH:3]=1. The yield is 0.970.